Dataset: Forward reaction prediction with 1.9M reactions from USPTO patents (1976-2016). Task: Predict the product of the given reaction. (1) Given the reactants [Br:1][C:2]1[CH:13]=[CH:12][C:5]([C:6](N(OC)C)=[O:7])=[CH:4][C:3]=1[Cl:14].[CH3:15][Mg]Br.O1CCCC1.Cl.C(OCC)(=O)C, predict the reaction product. The product is: [Br:1][C:2]1[CH:13]=[CH:12][C:5]([C:6](=[O:7])[CH3:15])=[CH:4][C:3]=1[Cl:14]. (2) Given the reactants CC([CH:5]1[CH2:10][N:9]([CH2:11][CH2:12][C:13]2[CH:22]=[CH:21][C:16]3[C:17](=[O:20])[O:18][CH2:19][C:15]=3[CH:14]=2)[CH2:8][CH2:7][N:6]1C([O-])=O)(C)C.[ClH:26], predict the reaction product. The product is: [ClH:26].[N:9]1([CH2:11][CH2:12][C:13]2[CH:22]=[CH:21][C:16]3[C:17](=[O:20])[O:18][CH2:19][C:15]=3[CH:14]=2)[CH2:10][CH2:5][NH:6][CH2:7][CH2:8]1.